This data is from Full USPTO retrosynthesis dataset with 1.9M reactions from patents (1976-2016). The task is: Predict the reactants needed to synthesize the given product. (1) Given the product [C:15]([O:14][C:12]([NH:11][C@:6]1([C:4]([OH:5])=[O:3])[CH2:8][C@H:7]1[CH:9]=[CH2:10])=[O:13])([CH3:18])([CH3:16])[CH3:17], predict the reactants needed to synthesize it. The reactants are: C([O:3][C:4]([C@@:6]1([NH:11][C:12]([O:14][C:15]([CH3:18])([CH3:17])[CH3:16])=[O:13])[CH2:8][C@H:7]1[CH:9]=[CH2:10])=[O:5])C.[Li+].[OH-]. (2) Given the product [OH:10][C@@H:11]([C@H:13]1[C:34](=[O:35])[N:15]2[C:16]([C:21]([O:23][CH2:24][C:25]3[CH:30]=[CH:29][C:28]([N+:31]([O-:33])=[O:32])=[CH:27][CH:26]=3)=[O:22])=[C:17]([C:74]3[S:73][C:72]4=[C:68]([C:66]([C:62]5[CH:61]=[N:60][CH:65]=[CH:64][CH:63]=5)=[O:67])[N:69]=[CH:70][N:71]4[CH:75]=3)[C@H:18]([CH3:19])[C@H:14]12)[CH3:12], predict the reactants needed to synthesize it. The reactants are: C(N(CC)C(C)C)(C)C.[OH:10][C@@H:11]([C@H:13]1[C:34](=[O:35])[N:15]2[C@@H:16]([C:21]([O:23][CH2:24][C:25]3[CH:30]=[CH:29][C:28]([N+:31]([O-:33])=[O:32])=[CH:27][CH:26]=3)=[O:22])[C:17](=O)[C@H:18]([CH3:19])[C@H:14]12)[CH3:12].FC(F)(F)S(O)(=O)=O.O1C=CC=C1P(C1OC=CC=1)C1OC=CC=1.[N:60]1[CH:65]=[CH:64][CH:63]=[C:62]([C:66]([C:68]2[N:69]=[CH:70][N:71]3[CH:75]=[C:74]([Sn](CCCC)(CCCC)CCCC)[S:73][C:72]=23)=[O:67])[CH:61]=1.C(=O)(O)[O-].[Na+]. (3) Given the product [Br:21][C:14]1[C:15]2[C:20](=[CH:19][CH:18]=[N:17][CH:16]=2)[C:11]([N:8]2[CH2:7][CH2:6][CH:5]([C:3]([OH:4])=[O:2])[CH2:10][CH2:9]2)=[N:12][C:13]=1[C:22]1[CH:27]=[CH:26][N:25]=[C:24]([Cl:28])[CH:23]=1, predict the reactants needed to synthesize it. The reactants are: C[O:2][C:3]([CH:5]1[CH2:10][CH2:9][N:8]([C:11]2[C:20]3[C:15](=[CH:16][N:17]=[CH:18][CH:19]=3)[C:14]([Br:21])=[C:13]([C:22]3[CH:27]=[CH:26][N:25]=[C:24]([Cl:28])[CH:23]=3)[N:12]=2)[CH2:7][CH2:6]1)=[O:4].C1COCC1.[Li+].[OH-].Cl.